This data is from Peptide-MHC class I binding affinity with 185,985 pairs from IEDB/IMGT. The task is: Regression. Given a peptide amino acid sequence and an MHC pseudo amino acid sequence, predict their binding affinity value. This is MHC class I binding data. The peptide sequence is FLPSDYFPSP. The MHC is HLA-A02:06 with pseudo-sequence HLA-A02:06. The binding affinity (normalized) is 0.470.